From a dataset of Reaction yield outcomes from USPTO patents with 853,638 reactions. Predict the reaction yield, written as a fraction of the theoretical maximum amount of product (1.0 means a 100% yield; for example, 0.34 means a 34% yield). (1) The catalyst is CN(C=O)C.O.C1C=CC(P(C2C=CC=CC=2)[C-]2C=CC=C2)=CC=1.C1C=CC(P(C2C=CC=CC=2)[C-]2C=CC=C2)=CC=1.Cl[Pd]Cl.[Fe+2]. The reactants are [CH3:1][O:2][C:3](=[O:20])[C:4]1[CH:9]=[CH:8][C:7]([F:10])=[C:6]([CH2:11][O:12][C:13]2[CH:18]=[CH:17][C:16](I)=[CH:15][CH:14]=2)[CH:5]=1.[F:21][C:22]1[C:27]([F:28])=[CH:26][C:25](B(O)O)=[C:24]([O:32][CH3:33])[CH:23]=1.C(=O)([O-])[O-].[K+].[K+]. The product is [CH3:1][O:2][C:3](=[O:20])[C:4]1[CH:9]=[CH:8][C:7]([F:10])=[C:6]([CH2:11][O:12][C:13]2[CH:18]=[CH:17][C:16]([C:25]3[CH:26]=[C:27]([F:28])[C:22]([F:21])=[CH:23][C:24]=3[O:32][CH3:33])=[CH:15][CH:14]=2)[CH:5]=1. The yield is 0.670. (2) The reactants are [CH2:1]([C@@H:5]1[NH:10][CH2:9][C@H:8]([CH:11]([CH3:13])[CH3:12])[NH:7][C:6]1=[O:14])[CH:2]([CH3:4])[CH3:3].[Cl:15][C:16]1[CH:21]=[CH:20][C:19]([C:22]2[O:26][N:25]=[C:24]([C:27](O)=[O:28])[CH:23]=2)=[CH:18][CH:17]=1.C([C@@H]1N(C(=O)/C=C/C2C=CC=CC=2)C[C@H](CC(C)C)NC1=O)C(C)C. No catalyst specified. The product is [Cl:15][C:16]1[CH:17]=[CH:18][C:19]([C:22]2[O:26][N:25]=[C:24]([C:27]([N:10]3[CH2:9][C@H:8]([CH:11]([CH3:13])[CH3:12])[NH:7][C:6](=[O:14])[C@@H:5]3[CH2:1][CH:2]([CH3:4])[CH3:3])=[O:28])[CH:23]=2)=[CH:20][CH:21]=1. The yield is 0.820. (3) The reactants are [C:1]([C:3]1[CH:4]=[C:5]([CH:7]=[CH:8][CH:9]=1)[NH2:6])#[CH:2].Br.Br[CH:12]([C:14]1[CH:15]=[C:16]([C:31]([N:33]([CH3:35])[CH3:34])=[O:32])[CH:17]=[C:18]2[C:23]=1[O:22][C:21]([N:24]1[CH2:29][CH2:28][O:27][CH2:26][CH2:25]1)=[CH:20][C:19]2=[O:30])[CH3:13]. No catalyst specified. The product is [C:1]([C:3]1[CH:4]=[C:5]([NH:6][CH:12]([C:14]2[CH:15]=[C:16]([C:31]([N:33]([CH3:35])[CH3:34])=[O:32])[CH:17]=[C:18]3[C:23]=2[O:22][C:21]([N:24]2[CH2:29][CH2:28][O:27][CH2:26][CH2:25]2)=[CH:20][C:19]3=[O:30])[CH3:13])[CH:7]=[CH:8][CH:9]=1)#[CH:2]. The yield is 0.640. (4) The reactants are [Cl:1][C:2]1[CH:3]=[C:4]([CH:16]=[CH:17][C:18]=1[Cl:19])[CH2:5][C:6]1[O:10][N:9]=[C:8]([C:11]([O:13]CC)=O)[N:7]=1.Cl.[Cl:21][C:22]1[CH:23]=[C:24]2[C:28](=[CH:29][CH:30]=1)[NH:27][CH:26]=[C:25]2[CH2:31][CH2:32][NH2:33].CN(C(ON1N=NC2C=CC=NC1=2)=[N+](C)C)C.F[P-](F)(F)(F)(F)F.C(N(CC)C(C)C)(C)C. The catalyst is CO.[OH-].[Na+].O.CN(C=O)C. The product is [Cl:21][C:22]1[CH:23]=[C:24]2[C:28](=[CH:29][CH:30]=1)[NH:27][CH:26]=[C:25]2[CH2:31][CH2:32][NH:33][C:11]([C:8]1[N:7]=[C:6]([CH2:5][C:4]2[CH:16]=[CH:17][C:18]([Cl:19])=[C:2]([Cl:1])[CH:3]=2)[O:10][N:9]=1)=[O:13]. The yield is 0.320. (5) The reactants are [CH3:1][C:2]1[CH:3]=[CH:4][CH:5]=[C:6]2[C:10]=1[NH:9][CH:8]=[CH:7]2.[Sn](Cl)(Cl)(Cl)Cl.[Br:16][CH2:17][CH2:18][C:19](Cl)=[O:20].[N+](C)([O-])=O. The catalyst is ClCCl.O. The product is [Br:16][CH2:17][CH2:18][C:19]([C:7]1[C:6]2[C:10](=[C:2]([CH3:1])[CH:3]=[CH:4][CH:5]=2)[NH:9][CH:8]=1)=[O:20]. The yield is 0.0800. (6) The reactants are [NH2:1][C:2]1[CH:3]=[C:4]([CH:10]=[CH:11][CH:12]=1)[C:5]([O:7][CH2:8][CH3:9])=[O:6].[CH:13]1([C:19](Cl)=[O:20])[CH2:18][CH2:17][CH2:16][CH2:15][CH2:14]1. The catalyst is C(Cl)Cl. The product is [CH:13]1([C:19]([NH:1][C:2]2[CH:3]=[C:4]([CH:10]=[CH:11][CH:12]=2)[C:5]([O:7][CH2:8][CH3:9])=[O:6])=[O:20])[CH2:18][CH2:17][CH2:16][CH2:15][CH2:14]1. The yield is 1.00. (7) The reactants are C(=O)([O-])[O-].[Cs+].[Cs+].[N-:7]1[CH:11]=[N:10][CH:9]=[N:8]1.[Na+].Br[C:14]([CH3:21])([CH3:20])[C:15]([O:17][CH2:18][CH3:19])=[O:16]. The catalyst is CN(C=O)C. The product is [CH3:20][C:14]([N:7]1[CH:11]=[N:10][CH:9]=[N:8]1)([CH3:21])[C:15]([O:17][CH2:18][CH3:19])=[O:16]. The yield is 0.890.